This data is from Full USPTO retrosynthesis dataset with 1.9M reactions from patents (1976-2016). The task is: Predict the reactants needed to synthesize the given product. (1) Given the product [NH2:1][C:4]1[C:5]([N:9]2[C:17](=[O:18])[C:16]3[C:11](=[CH:12][CH:13]=[CH:14][CH:15]=3)[C:10]2=[O:19])=[N:6][NH:7][CH:8]=1, predict the reactants needed to synthesize it. The reactants are: [N+:1]([C:4]1[C:5]([N:9]2[C:17](=[O:18])[C:16]3[C:11](=[CH:12][CH:13]=[CH:14][CH:15]=3)[C:10]2=[O:19])=[N:6][NH:7][CH:8]=1)([O-])=O. (2) Given the product [Cl:1][C:2]1[CH:3]=[C:4]([N:8]([CH2:9][C:10]2[C:19]3[C:14](=[C:15]([F:21])[C:16]([F:20])=[CH:17][CH:18]=3)[NH:13][C:12](=[O:22])[CH:11]=2)[C:29]([C:28]2[O:27][CH:26]=[N:25][C:24]=2[CH3:23])=[O:30])[CH:5]=[CH:6][CH:7]=1, predict the reactants needed to synthesize it. The reactants are: [Cl:1][C:2]1[CH:3]=[C:4]([NH:8][CH2:9][C:10]2[C:19]3[C:14](=[C:15]([F:21])[C:16]([F:20])=[CH:17][CH:18]=3)[NH:13][C:12](=[O:22])[CH:11]=2)[CH:5]=[CH:6][CH:7]=1.[CH3:23][C:24]1[N:25]=[CH:26][O:27][C:28]=1[C:29](O)=[O:30]. (3) The reactants are: N1CCCC1.[F:6][C:7]([F:12])([F:11])[C:8]([OH:10])=[O:9].[CH2:13]([NH:17][C:18]([NH:20][C@H:21]1[CH2:29][C@H:28]2[C@:24]([C:32]3[CH:37]=[CH:36][C:35]([O:38][CH3:39])=[C:34]([O:40][CH3:41])[CH:33]=3)([CH2:25][CH2:26][N:27]2[CH2:30][CH3:31])[CH2:23][CH2:22]1)=[S:19])[CH2:14][CH2:15][CH3:16].[S:42]1[CH:46]=C[C:44](C=O)=[CH:43]1. Given the product [F:6][C:7]([F:12])([F:11])[C:8]([OH:10])=[O:9].[CH2:13]([NH:17][C:18]([NH:20][C@H:21]1[CH2:29][C@H:28]2[C@:24]([C:32]3[CH:37]=[CH:36][C:35]([O:38][CH3:39])=[C:34]([O:40][CH3:41])[CH:33]=3)([CH2:25][CH2:26][N:27]2[CH2:30][C:31]2[CH:44]=[CH:43][S:42][CH:46]=2)[CH2:23][CH2:22]1)=[S:19])[CH2:14][CH2:15][CH3:16], predict the reactants needed to synthesize it. (4) The reactants are: [OH:1][C:2]1[CH:21]=[CH:20][C:5]([CH2:6][NH:7][C:8](=[O:19])[C:9]2[CH:14]=[CH:13][C:12]([O:15][CH3:16])=[C:11]([O:17][CH3:18])[CH:10]=2)=[CH:4][CH:3]=1.C([O-])([O-])=O.[K+].[K+].[CH3:28][N:29]([CH2:31][CH2:32]Cl)[CH3:30]. Given the product [CH3:28][N:29]([CH2:31][CH2:32][O:1][C:2]1[CH:21]=[CH:20][C:5]([CH2:6][NH:7][C:8]([C:9]2[CH:14]=[CH:13][C:12]([O:15][CH3:16])=[C:11]([O:17][CH3:18])[CH:10]=2)=[O:19])=[CH:4][CH:3]=1)[CH3:30], predict the reactants needed to synthesize it. (5) The reactants are: Cl.[NH:2]1[CH2:7][CH2:6][CH:5]([CH2:8][NH:9][C:10](=[O:17])[O:11][CH2:12][C:13]([NH:15][CH3:16])=[O:14])[CH2:4][CH2:3]1.C(O[BH-](OC(=O)C)OC(=O)C)(=O)C.[Na+].[Cl:32][C:33]1[CH:40]=[CH:39][C:36]([CH:37]=O)=[CH:35][CH:34]=1.Cl. Given the product [ClH:32].[Cl:32][C:33]1[CH:40]=[CH:39][C:36]([CH2:37][N:2]2[CH2:7][CH2:6][CH:5]([CH2:8][NH:9][C:10](=[O:17])[O:11][CH2:12][C:13]([NH:15][CH3:16])=[O:14])[CH2:4][CH2:3]2)=[CH:35][CH:34]=1, predict the reactants needed to synthesize it. (6) Given the product [CH3:20][O:19][C:14]1[C:15]([O:17][CH3:18])=[CH:16][C:11]([CH2:9][C:5]2[C:6]([NH2:8])=[N:7][C:2]([NH2:1])=[N:3][CH:4]=2)=[C:12]([CH:21]([CH3:29])[CH2:22][C:23]2[CH:24]=[CH:25][CH:26]=[CH:27][CH:28]=2)[CH:13]=1, predict the reactants needed to synthesize it. The reactants are: [NH2:1][C:2]1[N:7]=[C:6]([NH2:8])[C:5]([C:9]([C:11]2[CH:16]=[C:15]([O:17][CH3:18])[C:14]([O:19][CH3:20])=[CH:13][C:12]=2[CH:21]([CH3:29])[CH2:22][C:23]2[CH:28]=[CH:27][CH:26]=[CH:25][CH:24]=2)=O)=[CH:4][N:3]=1.[H-].[H-].[H-].[H-].[Li+].[Al+3].FC(F)(F)C(O)=O.C([SiH](CC)CC)C.C([O-])([O-])=O.[K+].[K+]. (7) Given the product [I:1][CH:4]([O:6][C:7](=[O:15])[O:8][CH:9]1[CH2:14][CH2:13][CH2:12][CH2:11][CH2:10]1)[CH3:5], predict the reactants needed to synthesize it. The reactants are: [I-:1].[Na+].Cl[CH:4]([O:6][C:7](=[O:15])[O:8][CH:9]1[CH2:14][CH2:13][CH2:12][CH2:11][CH2:10]1)[CH3:5]. (8) Given the product [NH:30]1[C:38]2[C:33](=[C:34]([C:2]3[N:3]=[C:4]([N:24]4[CH2:29][CH2:28][O:27][CH2:26][CH2:25]4)[C:5]4[S:10][C:9]([CH2:11][N:12]5[CH2:17][CH2:16][N:15]([CH:18]6[CH2:23][CH2:22][O:21][CH2:20][CH2:19]6)[CH2:14][CH2:13]5)=[CH:8][C:6]=4[N:7]=3)[CH:35]=[CH:36][CH:37]=2)[CH:32]=[CH:31]1, predict the reactants needed to synthesize it. The reactants are: Cl[C:2]1[N:3]=[C:4]([N:24]2[CH2:29][CH2:28][O:27][CH2:26][CH2:25]2)[C:5]2[S:10][C:9]([CH2:11][N:12]3[CH2:17][CH2:16][N:15]([CH:18]4[CH2:23][CH2:22][O:21][CH2:20][CH2:19]4)[CH2:14][CH2:13]3)=[CH:8][C:6]=2[N:7]=1.[NH:30]1[C:38]2[CH:37]=[CH:36][CH:35]=[C:34](B(O)O)[C:33]=2[CH:32]=[CH:31]1.